From a dataset of Full USPTO retrosynthesis dataset with 1.9M reactions from patents (1976-2016). Predict the reactants needed to synthesize the given product. Given the product [CH3:14][O:13][CH:12]([O:15][CH3:16])[C:11]1[N:10]=[C:9]2[C:4]([CH2:5][CH2:6][CH2:7][NH:8]2)=[CH:3][C:2]=1[N:17]1[CH:21]=[CH:20][N:19]=[CH:18]1, predict the reactants needed to synthesize it. The reactants are: Br[C:2]1[CH:3]=[C:4]2[C:9](=[N:10][C:11]=1[CH:12]([O:15][CH3:16])[O:13][CH3:14])[NH:8][CH2:7][CH2:6][CH2:5]2.[NH:17]1[CH:21]=[CH:20][N:19]=[CH:18]1.C([O-])([O-])=O.[Cs+].[Cs+].